From a dataset of Experimentally validated miRNA-target interactions with 360,000+ pairs, plus equal number of negative samples. Binary Classification. Given a miRNA mature sequence and a target amino acid sequence, predict their likelihood of interaction. (1) The protein sequence of the target gene is MGRLVAVGLLGIALALLGERLLALRNRLKASREVESVDLPHCHLIKGIEAGSEDIDILPNGLAFFSVGLKFPGLHSFAPDKPGGILMMDLKEEKPRARELRISRGFDLASFNPHGISTFIDNDDTVYLFVVNHPEFKNTVEIFKFEEAENSLLHLKTVKHELLPSVNDITAVGPAHFYATNDHYFSDPFLKYLETYLNLHWANVVYYSPNEVKVVAEGFDSANGINISPDDKYIYVADILAHEIHVLEKHTNMNLTQLKVLELDTLVDNLSIDPSSGDIWVGCHPNGQKLFVYDPNNPPS.... The miRNA is mmu-miR-153-3p with sequence UUGCAUAGUCACAAAAGUGAUC. Result: 0 (no interaction). (2) The miRNA is hsa-miR-3126-5p with sequence UGAGGGACAGAUGCCAGAAGCA. The protein sequence of the target gene is MAAAEAVHHIHLQNFSRSLLETLNGQRLGGHFCDVTVRIREASLRAHRCVLAAGSPFFQDKLLLGHSEIRVPPVVPAQTVRQLVEFLYSGSLVVAQGEALQVLTAASVLRIQTVIDECTQIIARARAPGTSAPTPLPTPVPPPLAPAQLRHRLRHLLAARPPGHPGAAHSRKQRQPARLQLPAPPTPAKAEGPDADPSLSAAPDDRGDEDDEESDDETDGEDGEGGGPGEGQAPPSFPDCAAGFLTAAADSACEEPPAPTGLADYSGAGRDFLRGAGSAEDVFPDSYVSTWHDEDGAVPE.... Result: 0 (no interaction). (3) The miRNA is hsa-miR-6817-3p with sequence UCUCUCUGACUCCAUGGCA. The protein sequence of the target gene is MAADGVDERSPLLSASHSGNVTPTAPPYLQESSPRAELPPPYTAIASPDASGIPVINCRVCQSLINLDGKLHQHVVKCTVCNEATPIKNPPTGKKYVRCPCNCLLICKDTSRRIGCPRPNCRRIINLGPVMLISEEQPAQPALPIQPEGTRVVCGHCGNTFLWMELRFNTLAKCPHCKKISSVGSALPRRRCCAYITIGMICIFIGVGLTVGTPDFARRFRATYVSWAIAYLLGLICLIRACYWGAIRVSYPEHSFA. Result: 1 (interaction). (4) The miRNA is dme-miR-11-3p with sequence CAUCACAGUCUGAGUUCUUGC. The protein sequence of the target gene is MAVQGQRFMTKTQHYRKVTKPLLERKRRARMNLYLDELKDLIVDTMDAQGEQVSKLEKADILELTVNYLKAQQQQRVANPQSPPPDQVNLDKFRAGYTQAAYEVSHIFSTVPGLDLKFGTHLMKQLGHQLKDMKQEEEIIDMAEEPVNLADQKRSKSPREEDIHHGEEVWRPW. Result: 1 (interaction). (5) The miRNA is hsa-miR-205-3p with sequence GAUUUCAGUGGAGUGAAGUUC. The protein sequence of the target gene is MAQKKYLQAKLTQFLREDRIQLWKPPYTDENKKVGLALKDLAKQYSDRLECCENEVEKVIEEIRCKAIERGTGNDNYRTTGIATIEVFLPPRLKKDRKNLLETRLHITGRELRSKIAETFGLQENYIKIVINKKQLQLGKTLEEQGVAHNVKAMVLELKQSEEDARKNFQLEEEEQNEAKLKEKQIQRTKRGLEILAKRAAETVVDPEMTPYLDIANQTGRSIRIPPSERKALMLAMGYHEKGRAFLKRKEYGIALPCLLDADKYFCECCRELLDTVDNYAVLQLDIVWCYFRLEQLECL.... Result: 0 (no interaction).